This data is from Full USPTO retrosynthesis dataset with 1.9M reactions from patents (1976-2016). The task is: Predict the reactants needed to synthesize the given product. (1) The reactants are: [CH3:1][O:2][C:3](=[O:32])[NH:4][CH:5]([C:9]([N:11]1[CH2:15][CH2:14][CH2:13][CH:12]1[C:16]1[NH:17][C:18]([C:21]2[CH:30]=[CH:29][C:28]3[C:23](=[CH:24][CH:25]=[C:26](Br)[CH:27]=3)[CH:22]=2)=[CH:19][N:20]=1)=[O:10])[CH:6]([CH3:8])[CH3:7].[CH3:33][O:34][C:35](=[O:72])[NH:36][CH:37]([C:41]([N:43]1[CH2:47][CH2:46][CH2:45][CH:44]1[C:48]1[NH:49][C:50]([C:53]2[CH:62]=[CH:61][C:60]3[C:55](=[CH:56][CH:57]=[C:58](B4OC(C)(C)C(C)(C)O4)[CH:59]=3)[CH:54]=2)=[CH:51][N:52]=1)=[O:42])[CH:38]([CH3:40])[CH3:39].C([O-])(O)=O.[Na+]. Given the product [CH3:1][O:2][C:3](=[O:32])[NH:4][CH:5]([C:9]([N:11]1[CH2:15][CH2:14][CH2:13][CH:12]1[C:16]1[NH:17][C:18]([C:21]2[CH:22]=[C:23]3[C:28](=[CH:29][CH:30]=2)[CH:27]=[C:26]([C:58]2[CH:57]=[CH:56][C:55]4[C:60](=[CH:61][CH:62]=[C:53]([C:50]5[NH:49][C:48]([CH:44]6[CH2:45][CH2:46][CH2:47][N:43]6[C:41](=[O:42])[CH:37]([NH:36][C:35]([O:34][CH3:33])=[O:72])[CH:38]([CH3:40])[CH3:39])=[N:52][CH:51]=5)[CH:54]=4)[CH:59]=2)[CH:25]=[CH:24]3)=[CH:19][N:20]=1)=[O:10])[CH:6]([CH3:8])[CH3:7], predict the reactants needed to synthesize it. (2) Given the product [NH2:12][C:13]1[S:14][C:15]2[C:20]([NH:21][C@@H:22]([CH2:23][OH:24])[CH2:25][CH:26]([CH3:27])[CH3:28])=[N:19][C:18]([S:29][C@H:2]([C:4]3[CH:5]=[C:6]([CH:9]=[CH:10][N:11]=3)[C:7]#[N:8])[CH3:3])=[N:17][C:16]=2[N:30]=1, predict the reactants needed to synthesize it. The reactants are: Cl[C@@H:2]([C:4]1[CH:5]=[C:6]([CH:9]=[CH:10][N:11]=1)[C:7]#[N:8])[CH3:3].[NH2:12][C:13]1[S:14][C:15]2[C:20]([NH:21][C@H:22]([CH2:25][CH:26]([CH3:28])[CH3:27])[CH2:23][OH:24])=[N:19][C:18]([SH:29])=[N:17][C:16]=2[N:30]=1. (3) Given the product [F:10][C:8]1[CH:7]=[C:6]([NH:11][C:12]2[N:21]=[CH:20][CH:19]=[CH:18][C:13]=2[C:14]([OH:16])=[O:15])[CH:5]=[C:4]([F:3])[CH:9]=1, predict the reactants needed to synthesize it. The reactants are: [OH-].[Li+].[F:3][C:4]1[CH:5]=[C:6]([NH:11][C:12]2[N:21]=[CH:20][CH:19]=[CH:18][C:13]=2[C:14]([O:16]C)=[O:15])[CH:7]=[C:8]([F:10])[CH:9]=1. (4) Given the product [NH2:16][C:5]1[CH:4]=[CH:3][C:2]([Cl:1])=[CH:15][C:6]=1[C:7]([NH:9][CH:10]([CH:12]1[CH2:14][CH2:13]1)[CH3:11])=[O:8], predict the reactants needed to synthesize it. The reactants are: [Cl:1][C:2]1[CH:3]=[CH:4][C:5]([N+:16]([O-])=O)=[C:6]([CH:15]=1)[C:7]([NH:9][CH:10]([CH:12]1[CH2:14][CH2:13]1)[CH3:11])=[O:8].Cl.O. (5) Given the product [Br:25][C:11]1[C:12]([NH2:15])=[N:13][CH:14]=[C:9]([C:6]2[CH:5]=[CH:4][C:3]([C:2]([F:1])([F:16])[F:17])=[CH:8][CH:7]=2)[CH:10]=1, predict the reactants needed to synthesize it. The reactants are: [F:1][C:2]([F:17])([F:16])[C:3]1[CH:8]=[CH:7][C:6]([C:9]2[CH:10]=[CH:11][C:12]([NH2:15])=[N:13][CH:14]=2)=[CH:5][CH:4]=1.C1C(=O)N([Br:25])C(=O)C1.C([O-])(O)=O.[Na+]. (6) Given the product [Cl:1][C:2]1[CH:3]=[C:4]([O:17][S:26]([C:25]([F:31])([F:30])[F:24])(=[O:28])=[O:27])[CH:5]=[C:6]([O:15][CH3:16])[C:7]=1[CH2:8][N:9]1[CH2:10][CH2:11][CH2:12][CH2:13][CH2:14]1, predict the reactants needed to synthesize it. The reactants are: [Cl:1][C:2]1[CH:3]=[C:4]([OH:17])[CH:5]=[C:6]([O:15][CH3:16])[C:7]=1[CH2:8][N:9]1[CH2:14][CH2:13][CH2:12][CH2:11][CH2:10]1.N1C=CC=CC=1.[F:24][C:25]([F:31])([F:30])[S:26](Cl)(=[O:28])=[O:27].